This data is from Forward reaction prediction with 1.9M reactions from USPTO patents (1976-2016). The task is: Predict the product of the given reaction. (1) Given the reactants [CH3:1][S:2][C:3]1[C:4]2[N:11]=[C:10]([C:12]([OH:14])=O)[S:9][C:5]=2[N:6]=[CH:7][N:8]=1.[NH:15]1[CH2:20][CH2:19][CH2:18][CH2:17][CH2:16]1, predict the reaction product. The product is: [CH3:1][S:2][C:3]1[C:4]2[N:11]=[C:10]([C:12]([N:15]3[CH2:20][CH2:19][CH2:18][CH2:17][CH2:16]3)=[O:14])[S:9][C:5]=2[N:6]=[CH:7][N:8]=1. (2) Given the reactants [CH3:1][N:2]([CH3:5])[CH:3]=[O:4].[Cl:6][C:7]1[C:16]([CH2:17][N:18]([CH:26]2[CH2:31][CH2:30][N:29]([CH2:32][CH2:33][N:34]3[C:43]4[C:38](=[CH:39][CH:40]=[C:41]([O:44][CH3:45])[CH:42]=4)[N:37]=[CH:36][C:35]3=[O:46])[CH2:28][CH2:27]2)[C:19](=[O:25])[O:20][C:21]([CH3:24])([CH3:23])[CH3:22])=[N:15]C2NC(=O)[CH2:11][S:10][C:9]=2[CH:8]=1.[H-].[Na+].CI, predict the reaction product. The product is: [Cl:6][C:7]1[C:16]([CH2:17][N:18]([CH:26]2[CH2:27][CH2:28][N:29]([CH2:32][CH2:33][N:34]3[C:43]4[C:38](=[CH:39][CH:40]=[C:41]([O:44][CH3:45])[CH:42]=4)[N:37]=[CH:36][C:35]3=[O:46])[CH2:30][CH2:31]2)[C:19](=[O:25])[O:20][C:21]([CH3:24])([CH3:23])[CH3:22])=[N:15][C:1]2[N:2]([CH3:5])[C:3](=[O:4])[CH2:11][S:10][C:9]=2[CH:8]=1. (3) Given the reactants C[Al](C)C.[NH2:5][C:6]1[CH:7]=[N:8][C:9]2[C:14]([CH:15]=1)=[CH:13][CH:12]=[CH:11][CH:10]=2.[F:16][C:17]1[CH:18]=[C:19]2[C:23](=[CH:24][CH:25]=1)[N:22]([CH2:26][C:27]1[CH:32]=[CH:31][CH:30]=[C:29]([F:33])[CH:28]=1)[C:21]([C:34](OCC)=[O:35])=[CH:20]2.Cl, predict the reaction product. The product is: [N:8]1[C:9]2[C:14](=[CH:13][CH:12]=[CH:11][CH:10]=2)[CH:15]=[C:6]([NH:5][C:34]([C:21]2[N:22]([CH2:26][C:27]3[CH:32]=[CH:31][CH:30]=[C:29]([F:33])[CH:28]=3)[C:23]3[C:19]([CH:20]=2)=[CH:18][C:17]([F:16])=[CH:25][CH:24]=3)=[O:35])[CH:7]=1. (4) The product is: [CH:1]1([C:4]2[NH:8][C:7]3[CH:16]=[C:17]([C:27]4[C:28]([CH3:33])=[N:29][O:30][C:31]=4[CH3:32])[CH:18]=[C:19]([C:20]([CH:22]4[CH2:26][CH2:25][CH2:24][O:23]4)([OH:21])[CH:34]([CH3:36])[CH3:35])[C:6]=3[N:5]=2)[CH2:3][CH2:2]1. Given the reactants [CH:1]1([C:4]2[N:8](C(OC(C)(C)C)=O)[C:7]3[CH:16]=[C:17]([C:27]4[C:28]([CH3:33])=[N:29][O:30][C:31]=4[CH3:32])[CH:18]=[C:19]([C:20]([CH:22]4[CH2:26][CH2:25][CH2:24][O:23]4)=[O:21])[C:6]=3[N:5]=2)[CH2:3][CH2:2]1.[CH:34]([Mg]Cl)([CH3:36])[CH3:35].CCOC(C)=O, predict the reaction product. (5) Given the reactants I.[Cl:2][C:3]1[C:4]2[C:5]3[C:6](=[C:20]([CH3:23])[O:21][N:22]=3)[C:7](=[O:19])[N:8]([CH:13]3[CH2:18][CH2:17][CH2:16]N[CH2:14]3)[C:9]=2[CH:10]=[CH:11][CH:12]=1.[C:24]([BH3-])#[N:25].[Na+], predict the reaction product. The product is: [Cl:2][C:3]1[C:4]2[C:5]3[C:6](=[C:20]([CH3:23])[O:21][N:22]=3)[C:7](=[O:19])[N:8]([CH:13]3[CH2:18][CH2:17][CH2:16][N:25]([CH2:24][CH2:6][CH2:5][C:4]4[CH:9]=[CH:10][CH:11]=[CH:12][CH:3]=4)[CH2:14]3)[C:9]=2[CH:10]=[CH:11][CH:12]=1. (6) Given the reactants [CH2:1]([O:3][C:4](=[O:27])[C:5]([N:7]([CH2:19][C:20]1[CH:25]=[CH:24][C:23]([NH2:26])=[CH:22][CH:21]=1)[CH2:8][C:9]1[CH:14]=[CH:13][C:12]([C:15]([F:18])([F:17])[F:16])=[CH:11][CH:10]=1)=[O:6])[CH3:2].[C:28](Cl)(=[O:42])[CH2:29][CH2:30][CH2:31][CH2:32][CH2:33][CH2:34][CH2:35][CH:36]=[CH:37][CH2:38][CH2:39][CH2:40][CH3:41], predict the reaction product. The product is: [O:6]=[C:5]([N:7]([CH2:19][C:20]1[CH:21]=[CH:22][C:23]([NH:26][C:28](=[O:42])[CH2:29][CH2:30][CH2:31][CH2:32][CH2:33][CH2:34][CH2:35]/[CH:36]=[CH:37]/[CH2:38][CH2:39][CH2:40][CH3:41])=[CH:24][CH:25]=1)[CH2:8][C:9]1[CH:10]=[CH:11][C:12]([C:15]([F:16])([F:17])[F:18])=[CH:13][CH:14]=1)[C:4]([O:3][CH2:1][CH3:2])=[O:27]. (7) The product is: [CH:7]1([O:12][C:13]2[CH:14]=[C:15]([N:23]([CH2:31][CH:32]([CH3:34])[CH3:33])[C:24](=[O:30])[O:25][C:26]([CH3:29])([CH3:28])[CH3:27])[C:16]3[N:17]([C:19]([C:44]4[CH:43]=[CH:42][C:41]([C:39](=[O:40])[NH:38][CH:35]5[CH2:37][CH2:36]5)=[CH:46][CH:45]=4)=[N:20][N:21]=3)[N:18]=2)[CH2:11][CH2:10][CH2:9][CH2:8]1. Given the reactants CN(C=O)C.O.[CH:7]1([O:12][C:13]2[CH:14]=[C:15]([N:23]([CH2:31][CH:32]([CH3:34])[CH3:33])[C:24](=[O:30])[O:25][C:26]([CH3:29])([CH3:28])[CH3:27])[C:16]3[N:17]([C:19](I)=[N:20][N:21]=3)[N:18]=2)[CH2:11][CH2:10][CH2:9][CH2:8]1.[CH:35]1([NH:38][C:39]([C:41]2[CH:46]=[CH:45][C:44](B3OC(C)(C)C(C)(C)O3)=[CH:43][CH:42]=2)=[O:40])[CH2:37][CH2:36]1.C(=O)([O-])[O-].[K+].[K+], predict the reaction product. (8) Given the reactants [F:1][C:2]1[CH:3]=[C:4]([CH2:8][C:9]([O:11][CH3:12])=[O:10])[CH:5]=[CH:6][CH:7]=1.[N+:13]([O-])([OH:15])=[O:14], predict the reaction product. The product is: [F:1][C:2]1[CH:3]=[C:4]([CH2:8][C:9]([O:11][CH3:12])=[O:10])[CH:5]=[CH:6][C:7]=1[N+:13]([O-:15])=[O:14]. (9) Given the reactants Cl.C([O:10][CH2:11][CH2:12][O:13][CH2:14][CH2:15][N:16]1[C:24]2[C:23]([NH:25][C:26]3[CH:41]=[CH:40][C:29]([O:30][C:31]4[CH:32]=[C:33]([CH:37]=[CH:38][CH:39]=4)[C:34](O)=[O:35])=[C:28]([Cl:42])[CH:27]=3)=[N:22][CH:21]=[N:20][C:19]=2[CH:18]=[CH:17]1)(=O)C1C=CC=CC=1.[C:43]([NH2:48])([CH2:46][CH3:47])([CH3:45])[CH3:44].Cl.C(N=C=NCCCN(C)C)C.ON1C2C=CC=CC=2N=N1.[OH-].[Na+], predict the reaction product. The product is: [Cl:42][C:28]1[CH:27]=[C:26]([NH:25][C:23]2[C:24]3[N:16]([CH2:15][CH2:14][O:13][CH2:12][CH2:11][OH:10])[CH:17]=[CH:18][C:19]=3[N:20]=[CH:21][N:22]=2)[CH:41]=[CH:40][C:29]=1[O:30][C:31]1[CH:32]=[C:33]([CH:37]=[CH:38][CH:39]=1)[C:34]([NH:48][C:43]([CH3:45])([CH3:44])[CH2:46][CH3:47])=[O:35]. (10) Given the reactants [CH3:1][C:2](=[CH:4][CH2:5][CH2:6][C:7](=[CH:9][CH:10]=O)[CH3:8])[CH3:3].[CH3:12][C:13]([CH3:15])=[O:14], predict the reaction product. The product is: [CH3:3][C:2]([CH3:1])=[CH:4][CH2:5][CH2:6]/[C:7](/[CH3:8])=[CH:9]/[CH:10]=[CH:12]/[C:13]([CH3:15])=[O:14].